Dataset: Experimentally validated miRNA-target interactions with 360,000+ pairs, plus equal number of negative samples. Task: Binary Classification. Given a miRNA mature sequence and a target amino acid sequence, predict their likelihood of interaction. (1) The miRNA is hsa-miR-4254 with sequence GCCUGGAGCUACUCCACCAUCUC. The protein sequence of the target gene is MADKVQTTLLFLAVGEFSVGILGNAFIGLVNCMDWVKKRKIASIDLILTSLAISRICLLCVILLDCFILVLYPDVYATGKEMRIIDFFWTLTNHLSIWFATCLSIYYFFKIGNFFHPLFLWMKWRIDRVISWILLGCVVLSVFISLPATENLNADFRFCVKAKRKTNLTWSCRVNKTQHASTKLFLNLATLLPFCVCLMSFFLLILSLRRHIRRMQLSATGCRDPSTEAHVRALKAVISFLLLFIAYYLSFLIATSSYFMPETELAVIFGESIALIYPSSHSFILILGNNKLRHASLKVI.... Result: 0 (no interaction). (2) The miRNA is ssc-miR-27b-3p with sequence UUCACAGUGGCUAAGUUCUGC. The protein sequence of the target gene is MAEHAPRRCCLGWDFSTQQVKVVAVDAELNVFYEESVHFDRDLPEFGTQGGVHVHKDGLTVTSPVLMWVQALDIILEKMKASGFDFSQVLALSGAGQQHGSIYWKAGAQQALTSLSPDLRLHQQLQDCFSISDCPVWMDSSTTAQCRQLEAAVGGAQALSCLTGSRAYERFTGNQIAKIYQQNPEAYSHTERISLVSSFAASLFLGSYSPIDYSDGSGMNLLQIQDKVWSQACLGACAPHLEEKLSPPVPSCSVVGAISSYYVQRYGFPPGCKVVAFTGDNPASLAGMRLEEGDIAVSLG.... Result: 0 (no interaction). (3) The miRNA is hsa-miR-4728-5p with sequence UGGGAGGGGAGAGGCAGCAAGCA. The protein sequence of the target gene is MAEPTVCSFLTKVLCAHGGRMFLKDLRGHVELSEARLRDVLQRAGPERFLLQEVETQEGLGDAEAEAAAGAVGGGGTSAWRVVAVSSVRLCARYQRGECQACDQLHFCRRHMLGKCPNRDCWSTCTLSHDIHTPVNMQVLKSHGLFGLNENQLRILLLQNDPCLLPEVCLLYNKGEALYGYCNLKDKCNKFHVCKSFVKGECKLQTCKRSHQLIHAASLKLLQDQGLNIPSVVNFQIISTYKHMKLHKMLENTDNSSPSTEHSQGLEKQGVHAAGAAEAGPLASVPAQSAKKPCPVSCEK.... Result: 0 (no interaction). (4) The miRNA is hsa-miR-155-5p with sequence UUAAUGCUAAUCGUGAUAGGGGUU. The protein sequence of the target gene is MSAGGDFGNPLRKFKLVFLGEQSVAKTSLITRFRYDSFDNTYQAIIGIDFLSKTMYLEDGTIGLRLWDTAGQERLRSLIPRYIRDSAAAVVVYDITNVNSFQQTTKWIDDVRTEGGSDVIITLVGNKTDLADKRQVSIEEGERKAKGLNVTFIETRAKAGYNVKQLFRRVAAALPGMESTQDGSREDMSDIKLEKPQEQTVSEGGCSCYSPMSSSTLPQKPPYSFIDCSVNIGLNLFPSLITFCNSSLLPVSWR. Result: 1 (interaction). (5) The miRNA is mmu-let-7e-5p with sequence UGAGGUAGGAGGUUGUAUAGUU. The protein sequence of the target gene is MSVQVVSAAAAAKVPEVELKDLSPSEAEPQLGLSAAAVGAMVPPAGGGDPEAPAPAPAAERPPAPGPGSGPTAALSPAAGKVPQASAMKRSDPHHQHQRHRDGGEALVSPDGTVTEAPRTVKKQIQFADQKQEFNKRPTKIGRRSLSRSISQSSTDSYSSAASYTDSSDDETSPRDKQQKNSKGSSDFCVKNIKQAEFGRREIEIAEQEMPALMALRKRAQGEKPLAGAKIVGCTHITAQTAVLMETLGALGAQCRWAACNIYSTLNEVAAALAESGFPVFAWKGESEDDFWWCIDRCVN.... Result: 0 (no interaction). (6) The miRNA is hsa-miR-4430 with sequence AGGCUGGAGUGAGCGGAG. The protein sequence of the target gene is MADEALFLLLHNEMVSGVYKSAEQGEVENGRCVTKLESMGFRVGQGLIERFTKDTARFKDELDIMKFICKDFWTTVFKKQIDNLRTNHQGIYVLQDNKFRLLIQLSAGKQYLEHASKYLAFTCGLIRGGLSNLGIKSIVTAEVSSMPACKFQVMIQKL. Result: 0 (no interaction). (7) The miRNA is hsa-miR-3161 with sequence CUGAUAAGAACAGAGGCCCAGAU. The protein sequence of the target gene is MAAAVGRLLRASVARHVSAIPWGISATAALRPAACGRTSLTNLLCSGSSQAKLFSTSSSCHAPAVTQHAPYFKGTAVVNGEFKDLSLDDFKGKYLVLFFYPLDFTFVCPTEIVAFSDKANEFHDVNCEVVAVSVDSHFSHLAWINTPRKNGGLGHMNIALLSDLTKQISRDYGVLLEGSGLALRGLFIIDPNGVIKHLSVNDLPVGRSVEETLRLVKAFQYVETHGEVCPANWTPDSPTIKPSPAASKEYFQKVNQ. Result: 1 (interaction).